From a dataset of Forward reaction prediction with 1.9M reactions from USPTO patents (1976-2016). Predict the product of the given reaction. Given the reactants [C:1](Cl)(Cl)=[O:2].[Si:5]([O:12][CH2:13][C:14]1[CH:20]=[CH:19][CH:18]=[C:17]([CH2:21][O:22][Si:23]([C:26]([CH3:29])([CH3:28])[CH3:27])([CH3:25])[CH3:24])[C:15]=1[NH2:16])([C:8]([CH3:11])([CH3:10])[CH3:9])([CH3:7])[CH3:6].[OH:30][CH2:31][C:32]1[CH:37]=[CH:36][C:35]([B:38]2[O:46][C:43]([CH3:45])([CH3:44])[C:40]([CH3:42])([CH3:41])[O:39]2)=[CH:34][CH:33]=1, predict the reaction product. The product is: [Si:5]([O:12][CH2:13][C:14]1[CH:20]=[CH:19][CH:18]=[C:17]([CH2:21][O:22][Si:23]([C:26]([CH3:29])([CH3:28])[CH3:27])([CH3:24])[CH3:25])[C:15]=1[NH:16][C:1](=[O:2])[O:30][CH2:31][C:32]1[CH:33]=[CH:34][C:35]([B:38]2[O:46][C:43]([CH3:45])([CH3:44])[C:40]([CH3:42])([CH3:41])[O:39]2)=[CH:36][CH:37]=1)([C:8]([CH3:11])([CH3:10])[CH3:9])([CH3:7])[CH3:6].